Dataset: Forward reaction prediction with 1.9M reactions from USPTO patents (1976-2016). Task: Predict the product of the given reaction. Given the reactants Br[C:2]1[CH:7]=[CH:6][C:5]([CH:8]([CH2:19][CH2:20][O:21][Si:22]([CH:29]([CH3:31])[CH3:30])([CH:26]([CH3:28])[CH3:27])[CH:23]([CH3:25])[CH3:24])[CH2:9][N:10]([CH3:18])[C:11](=[O:17])[O:12][C:13]([CH3:16])([CH3:15])[CH3:14])=[CH:4][CH:3]=1.C1(C)C=CC=CC=1P(C1C=CC=CC=1C)C1C=CC=CC=1C.[C:54](#[N:56])C, predict the reaction product. The product is: [C:54]([C:2]1[CH:7]=[CH:6][C:5]([CH:8]([CH2:19][CH2:20][O:21][Si:22]([CH:29]([CH3:30])[CH3:31])([CH:26]([CH3:28])[CH3:27])[CH:23]([CH3:24])[CH3:25])[CH2:9][N:10]([CH3:18])[C:11](=[O:17])[O:12][C:13]([CH3:16])([CH3:15])[CH3:14])=[CH:4][CH:3]=1)#[N:56].